This data is from Reaction yield outcomes from USPTO patents with 853,638 reactions. The task is: Predict the reaction yield, written as a fraction of the theoretical maximum amount of product (1.0 means a 100% yield; for example, 0.34 means a 34% yield). The reactants are [NH2:1][C:2]1[CH:10]=[C:9]([F:11])[C:8]([Cl:12])=[CH:7][C:3]=1[C:4](O)=[O:5].B.C1COCC1.[Na+].[Cl-]. The catalyst is C1COCC1. The product is [NH2:1][C:2]1[CH:10]=[C:9]([F:11])[C:8]([Cl:12])=[CH:7][C:3]=1[CH2:4][OH:5]. The yield is 0.450.